Dataset: Full USPTO retrosynthesis dataset with 1.9M reactions from patents (1976-2016). Task: Predict the reactants needed to synthesize the given product. (1) Given the product [CH3:1][S:2][C:3]1[N:8]=[C:7]([NH:9][C:28]2[S:29][C:30]3[CH:36]=[C:35]([N+:37]([O-:39])=[O:38])[CH:34]=[CH:33][C:31]=3[N:32]=2)[CH:6]=[C:5]([CH2:10][N:11]2[CH2:12][CH2:13][O:14][CH2:15][CH2:16]2)[N:4]=1, predict the reactants needed to synthesize it. The reactants are: [CH3:1][S:2][C:3]1[N:8]=[C:7]([NH2:9])[CH:6]=[C:5]([CH2:10][N:11]2[CH2:16][CH2:15][O:14][CH2:13][CH2:12]2)[N:4]=1.C[Si](C)(C)[N-][Si](C)(C)C.[Li+].Cl[C:28]1[S:29][C:30]2[CH:36]=[C:35]([N+:37]([O-:39])=[O:38])[CH:34]=[CH:33][C:31]=2[N:32]=1. (2) Given the product [O:12]1[CH2:13][CH:14]=[C:15]([C:6]2[CH:7]=[CH:8][C:3]([C:1]#[N:2])=[CH:4][CH:5]=2)[CH2:16][CH2:17]1, predict the reactants needed to synthesize it. The reactants are: [C:1]([C:3]1[CH:8]=[CH:7][C:6](B(O)O)=[CH:5][CH:4]=1)#[N:2].[O:12]1[CH2:17][CH:16]=[C:15](OS(C(F)(F)F)(=O)=O)[CH2:14][CH2:13]1.C(=O)([O-])[O-].[Na+].[Na+].O. (3) Given the product [CH2:1]([O:3][C:4]([C:6]1[C:7]([O:24][CH3:25])=[C:8]2[N:13]([CH:14]=1)[N:12]=[CH:11][N:10]=[C:9]2[NH:26][C:27]1[CH:32]=[N:31][C:30]([O:33][CH3:34])=[CH:29][CH:28]=1)=[O:5])[CH3:2], predict the reactants needed to synthesize it. The reactants are: [CH2:1]([O:3][C:4]([C:6]1[C:7]([O:24][CH3:25])=[C:8]2[N:13]([CH:14]=1)[N:12]=[CH:11][N:10]=[C:9]2NC1C=CC(C)=C(O)C=1)=[O:5])[CH3:2].[NH2:26][C:27]1[CH:28]=[CH:29][C:30]([O:33][CH3:34])=[N:31][CH:32]=1. (4) Given the product [CH2:1]([C@@H:5]1[CH2:6][C:7](=[O:8])[CH2:12][CH2:13][C@@H:14]1[NH:15][C:16](=[O:25])[O:17][CH2:18][C:19]1[CH:20]=[CH:21][CH:22]=[CH:23][CH:24]=1)[CH2:2][CH2:3][CH3:4], predict the reactants needed to synthesize it. The reactants are: [CH2:1]([C@@H:5]1[C@@H:14]([NH:15][C:16](=[O:25])[O:17][CH2:18][C:19]2[CH:24]=[CH:23][CH:22]=[CH:21][CH:20]=2)[CH2:13][CH2:12][C:7]2(OCC[O:8]2)[CH2:6]1)[CH2:2][CH2:3][CH3:4].Cl. (5) Given the product [Cl:1][C:2]1[CH:3]=[N:4][N:5]([CH3:16])[C:6]=1[C:7]1[CH:8]=[C:9]([C:13]([NH:17][C@@H:18]([CH2:31][C:32]2[CH:37]=[CH:36][CH:35]=[C:34]([C:38]([F:41])([F:39])[F:40])[CH:33]=2)[CH2:19][N:20]2[C:21](=[O:30])[C:22]3[C:27](=[CH:26][CH:25]=[CH:24][CH:23]=3)[C:28]2=[O:29])=[O:15])[S:10][C:11]=1[CH3:12], predict the reactants needed to synthesize it. The reactants are: [Cl:1][C:2]1[CH:3]=[N:4][N:5]([CH3:16])[C:6]=1[C:7]1[CH:8]=[C:9]([C:13]([OH:15])=O)[S:10][C:11]=1[CH3:12].[NH2:17][C@@H:18]([CH2:31][C:32]1[CH:37]=[CH:36][CH:35]=[C:34]([C:38]([F:41])([F:40])[F:39])[CH:33]=1)[CH2:19][N:20]1[C:28](=[O:29])[C:27]2[C:22](=[CH:23][CH:24]=[CH:25][CH:26]=2)[C:21]1=[O:30].CC(OC(N[C@H](C(O)=O)CC1C=CC=CC=1C(F)(F)F)=O)(C)C.C1CN([P+](Br)(N2CCCC2)N2CCCC2)CC1.F[P-](F)(F)(F)(F)F.CCN(C(C)C)C(C)C.